This data is from Reaction yield outcomes from USPTO patents with 853,638 reactions. The task is: Predict the reaction yield, written as a fraction of the theoretical maximum amount of product (1.0 means a 100% yield; for example, 0.34 means a 34% yield). (1) The reactants are [Br:1][C:2]1[CH:7]=[CH:6][C:5](I)=[CH:4][CH:3]=1.C([Li])CCC.[O:14]=[C:15]1[CH2:20][CH2:19][N:18]([C:21]([O:23][C:24]([CH3:27])([CH3:26])[CH3:25])=[O:22])[CH2:17][CH2:16]1. The catalyst is O1CCCC1. The product is [Br:1][C:2]1[CH:7]=[CH:6][C:5]([C:15]2([OH:14])[CH2:16][CH2:17][N:18]([C:21]([O:23][C:24]([CH3:26])([CH3:25])[CH3:27])=[O:22])[CH2:19][CH2:20]2)=[CH:4][CH:3]=1. The yield is 0.850. (2) The reactants are [CH2:1]([N:3]([CH2:25][CH3:26])[C:4](=[O:24])[C:5]1[CH:10]=[CH:9][C:8]([C:11](=[C:18]2[CH2:23][CH2:22][NH:21][CH2:20][CH2:19]2)[C:12]2[CH:17]=[CH:16][CH:15]=[CH:14][CH:13]=2)=[CH:7][CH:6]=1)[CH3:2].[C:27](=O)([O-])[O-].[K+].[K+].CI. The catalyst is C(#N)C. The product is [CH2:25]([N:3]([CH2:1][CH3:2])[C:4](=[O:24])[C:5]1[CH:6]=[CH:7][C:8]([C:11](=[C:18]2[CH2:23][CH2:22][N:21]([CH3:27])[CH2:20][CH2:19]2)[C:12]2[CH:17]=[CH:16][CH:15]=[CH:14][CH:13]=2)=[CH:9][CH:10]=1)[CH3:26]. The yield is 0.280.